This data is from NCI-60 drug combinations with 297,098 pairs across 59 cell lines. The task is: Regression. Given two drug SMILES strings and cell line genomic features, predict the synergy score measuring deviation from expected non-interaction effect. (1) Drug 1: C1CCC(CC1)NC(=O)N(CCCl)N=O. Drug 2: CC1CCCC2(C(O2)CC(NC(=O)CC(C(C(=O)C(C1O)C)(C)C)O)C(=CC3=CSC(=N3)C)C)C. Cell line: UACC62. Synergy scores: CSS=38.7, Synergy_ZIP=-1.31, Synergy_Bliss=4.38, Synergy_Loewe=5.09, Synergy_HSA=5.26. (2) Cell line: DU-145. Synergy scores: CSS=1.13, Synergy_ZIP=0.465, Synergy_Bliss=-1.45, Synergy_Loewe=-6.82, Synergy_HSA=-4.11. Drug 2: C1CN(P(=O)(OC1)NCCCl)CCCl. Drug 1: CC(C1=C(C=CC(=C1Cl)F)Cl)OC2=C(N=CC(=C2)C3=CN(N=C3)C4CCNCC4)N. (3) Synergy scores: CSS=38.3, Synergy_ZIP=2.17, Synergy_Bliss=4.42, Synergy_Loewe=1.13, Synergy_HSA=5.13. Cell line: CAKI-1. Drug 1: CC1C(C(=O)NC(C(=O)N2CCCC2C(=O)N(CC(=O)N(C(C(=O)O1)C(C)C)C)C)C(C)C)NC(=O)C3=C4C(=C(C=C3)C)OC5=C(C(=O)C(=C(C5=N4)C(=O)NC6C(OC(=O)C(N(C(=O)CN(C(=O)C7CCCN7C(=O)C(NC6=O)C(C)C)C)C)C(C)C)C)N)C. Drug 2: CC1C(C(CC(O1)OC2CC(CC3=C2C(=C4C(=C3O)C(=O)C5=CC=CC=C5C4=O)O)(C(=O)C)O)N)O. (4) Drug 1: COC1=C(C=C2C(=C1)N=CN=C2NC3=CC(=C(C=C3)F)Cl)OCCCN4CCOCC4. Drug 2: CC(C)CN1C=NC2=C1C3=CC=CC=C3N=C2N. Cell line: T-47D. Synergy scores: CSS=14.5, Synergy_ZIP=-4.69, Synergy_Bliss=-1.75, Synergy_Loewe=-2.58, Synergy_HSA=-2.01. (5) Drug 1: C1CCN(CC1)CCOC2=CC=C(C=C2)C(=O)C3=C(SC4=C3C=CC(=C4)O)C5=CC=C(C=C5)O. Drug 2: CC1C(C(CC(O1)OC2CC(CC3=C2C(=C4C(=C3O)C(=O)C5=CC=CC=C5C4=O)O)(C(=O)C)O)N)O. Cell line: SN12C. Synergy scores: CSS=39.6, Synergy_ZIP=-0.122, Synergy_Bliss=-0.767, Synergy_Loewe=-1.30, Synergy_HSA=1.39.